From a dataset of Full USPTO retrosynthesis dataset with 1.9M reactions from patents (1976-2016). Predict the reactants needed to synthesize the given product. (1) Given the product [Cl:1][C:2]1[N:3]=[C:4]([N:11]2[CH2:12][CH2:13][O:14][CH2:15][CH2:16]2)[C:5]2[N:10]=[C:9]([I:22])[S:8][C:6]=2[N:7]=1, predict the reactants needed to synthesize it. The reactants are: [Cl:1][C:2]1[N:3]=[C:4]([N:11]2[CH2:16][CH2:15][O:14][CH2:13][CH2:12]2)[C:5]2[N:10]=[CH:9][S:8][C:6]=2[N:7]=1.C([Li])CCC.[I:22]I. (2) Given the product [NH2:19][C:17]1[S:18][C:2]2[C:7](=[O:8])[CH2:6][CH:5]([CH3:9])[CH2:4][C:3]=2[N:16]=1, predict the reactants needed to synthesize it. The reactants are: Br[CH:2]1[C:7](=[O:8])[CH2:6][CH:5]([CH3:9])[CH2:4][C:3]1=O.C([O-])(=O)C.[Na+].[NH2:16][C:17]([NH2:19])=[S:18]. (3) Given the product [CH3:13][N:14]1[CH2:19][CH2:18][N:17]([C:8]([C:7]2[CH:6]=[CH:5][C:4]([CH2:3][C:1]#[N:2])=[CH:12][CH:11]=2)=[O:10])[CH2:16][CH2:15]1, predict the reactants needed to synthesize it. The reactants are: [C:1]([CH2:3][C:4]1[CH:12]=[CH:11][C:7]([C:8]([OH:10])=O)=[CH:6][CH:5]=1)#[N:2].[CH3:13][N:14]1[CH2:19][CH2:18][NH:17][CH2:16][CH2:15]1.CN(C(ON1N=NC2C=CC=CC1=2)=[N+](C)C)C.[B-](F)(F)(F)F.C(N(CC)CC)C. (4) Given the product [Cl:13][C:14]1[CH:19]=[C:18]2[C:17](=[CH:16][CH:15]=1)[C:20]1([CH2:24][CH2:23][CH2:22][CH2:21]1)[C:25](=[O:26])[C:2]([C:3]([O:5][CH2:6][CH3:7])=[O:4])=[C:1]2[OH:8], predict the reactants needed to synthesize it. The reactants are: [C:1](OCC)(=[O:8])[CH2:2][C:3]([O:5][CH2:6][CH3:7])=[O:4].[Mg].[Cl:13][C:14]1[CH:19]=[CH:18][C:17]([C:20]2([C:25](Cl)=[O:26])[CH2:24][CH2:23][CH2:22][CH2:21]2)=[CH:16][CH:15]=1.OS(O)(=O)=O. (5) The reactants are: [CH3:1][O:2][C:3]([C:5]1([NH:29][C:30]2[CH:35]=[CH:34][CH:33]=[C:32]([N+:36]([O-])=O)[CH:31]=2)[CH2:10][CH2:9][N:8]([CH2:11][CH:12]([C:23]2[CH:28]=[CH:27][CH:26]=[CH:25][CH:24]=2)[C:13]([O:15][CH2:16][C:17]2[CH:22]=[CH:21][CH:20]=[CH:19][CH:18]=2)=[O:14])[CH2:7][CH2:6]1)=[O:4].[Cl-].[Ca+2].[Cl-].C(N(CC)CC)C.[C:49](O[C:49]([O:51][C:52]([CH3:55])([CH3:54])[CH3:53])=[O:50])([O:51][C:52]([CH3:55])([CH3:54])[CH3:53])=[O:50]. Given the product [C:52]([O:51][C:49]([NH:36][C:32]1[CH:31]=[C:30]([NH:29][C:5]2([C:3]([O:2][CH3:1])=[O:4])[CH2:10][CH2:9][N:8]([CH2:11][CH:12]([C:23]3[CH:28]=[CH:27][CH:26]=[CH:25][CH:24]=3)[C:13]([O:15][CH2:16][C:17]3[CH:22]=[CH:21][CH:20]=[CH:19][CH:18]=3)=[O:14])[CH2:7][CH2:6]2)[CH:35]=[CH:34][CH:33]=1)=[O:50])([CH3:55])([CH3:54])[CH3:53], predict the reactants needed to synthesize it. (6) Given the product [Cl:1][C:2]1[C:3]([CH3:26])=[N:4][O:5][C:6]=1[N:7]([CH2:20][O:21][CH2:22][CH2:23][O:24][CH3:25])[S:8]([C:11]1[C:19]2[C:14](=[N:15][CH:16]=[CH:17][CH:18]=2)[S:13][C:12]=1[CH:35]([OH:36])[C:34]1[CH:37]=[CH:38][C:39]([CH3:41])=[CH:40][C:33]=1[CH3:32])(=[O:9])=[O:10], predict the reactants needed to synthesize it. The reactants are: [Cl:1][C:2]1[C:3]([CH3:26])=[N:4][O:5][C:6]=1[N:7]([CH2:20][O:21][CH2:22][CH2:23][O:24][CH3:25])[S:8]([C:11]1[C:19]2[C:14](=[N:15][CH:16]=[CH:17][CH:18]=2)[S:13][CH:12]=1)(=[O:10])=[O:9].[Li]C(C)(C)C.[CH3:32][C:33]1[CH:40]=[C:39]([CH3:41])[CH:38]=[CH:37][C:34]=1[CH:35]=[O:36].